This data is from Full USPTO retrosynthesis dataset with 1.9M reactions from patents (1976-2016). The task is: Predict the reactants needed to synthesize the given product. (1) Given the product [CH2:1]([O:8][C:9]([NH:11][CH:12]([C:18]([F:19])([F:21])[F:20])[C:13]([O:15][CH2:16][CH3:17])=[O:14])=[O:10])[C:2]1[CH:3]=[CH:4][CH:5]=[CH:6][CH:7]=1, predict the reactants needed to synthesize it. The reactants are: [CH2:1]([O:8][C:9]([N:11]=[C:12]([C:18]([F:21])([F:20])[F:19])[C:13]([O:15][CH2:16][CH3:17])=[O:14])=[O:10])[C:2]1[CH:7]=[CH:6][CH:5]=[CH:4][CH:3]=1.[BH4-].[Na+]. (2) Given the product [CH2:39]([N:29]1[C:28]([C:23]2[CH:24]=[CH:25][CH:26]=[CH:27][C:22]=2[C:19]2[CH:18]=[CH:17][C:16]([CH2:15][N:14]3[C:10]4[CH:6]=[CH:7][CH:8]=[CH:9][C:11]=4[N:12]=[CH:13]3)=[CH:21][CH:20]=2)=[N:32][N:31]=[N:30]1)[C:40]1[CH:45]=[CH:44][CH:43]=[CH:42][CH:41]=1, predict the reactants needed to synthesize it. The reactants are: N1C=NN=N1.[CH2:6]([C:10]1[N:14]([CH2:15][C:16]2[CH:21]=[CH:20][C:19]([C:22]3[CH:27]=[CH:26][CH:25]=[CH:24][C:23]=3[C:28]3[NH:32][N:31]=[N:30][N:29]=3)=[CH:18][CH:17]=2)[CH:13]=[N:12][CH:11]=1)[CH2:7][CH2:8][CH3:9].CC1N([CH2:39][C:40]2[CH:45]=[CH:44][C:43]([C:41]3[CH:42]=[CH:43][CH:44]=[CH:45][C:40]=3[C:39]3NN=NN=3)=[CH:42][CH:41]=2)C=NC=1.CCN(C(C)C)C(C)C.